Dataset: Forward reaction prediction with 1.9M reactions from USPTO patents (1976-2016). Task: Predict the product of the given reaction. (1) Given the reactants [CH2:1]([O:3][C:4]1[CH:9]=[C:8]([F:10])[CH:7]=[CH:6][C:5]=1[C:11]1[S:19][C:18]2[C:17]([NH:20][NH2:21])=[N:16][CH:15]=[N:14][C:13]=2[C:12]=1[OH:22])[CH3:2].[CH2:23]([N:25]([CH2:41][CH3:42])[CH2:26][CH2:27][O:28][C:29]1[C:36]([O:37][CH3:38])=[CH:35][C:32]([CH:33]=O)=[CH:31][C:30]=1[O:39][CH3:40])[CH3:24], predict the reaction product. The product is: [CH2:1]([O:3][C:4]1[CH:9]=[C:8]([F:10])[CH:7]=[CH:6][C:5]=1[C:11]1[S:19][C:18]2[C:17]([NH:20][N:21]=[CH:33][C:32]3[CH:31]=[C:30]([O:39][CH3:40])[C:29]([O:28][CH2:27][CH2:26][N:25]([CH2:23][CH3:24])[CH2:41][CH3:42])=[C:36]([O:37][CH3:38])[CH:35]=3)=[N:16][CH:15]=[N:14][C:13]=2[C:12]=1[OH:22])[CH3:2]. (2) Given the reactants [F:1][C:2]1[CH:7]=[CH:6][C:5]([N+:8]([O-:10])=[O:9])=[CH:4][C:3]=1[C:11]1([C:19]([F:22])([F:21])[F:20])[CH2:17][CH2:16][O:15][CH2:14][C:13]([NH2:18])=[N:12]1.CCN(C(C)C)C(C)C.[C:32]([O:36][C:37](O[C:37]([O:36][C:32]([CH3:35])([CH3:34])[CH3:33])=[O:38])=[O:38])([CH3:35])([CH3:34])[CH3:33], predict the reaction product. The product is: [C:32]([O:36][C:37](=[O:38])[NH:18][C:13]1[CH2:14][O:15][CH2:16][CH2:17][C:11]([C:3]2[CH:4]=[C:5]([N+:8]([O-:10])=[O:9])[CH:6]=[CH:7][C:2]=2[F:1])([C:19]([F:20])([F:22])[F:21])[N:12]=1)([CH3:35])([CH3:34])[CH3:33]. (3) Given the reactants C(N(CC)CC)C.C(O)=O.[CH:11]([C:13]1[CH:20]=[CH:19][C:16]([C:17]#[N:18])=[CH:15][C:14]=1[CH:21]([CH3:23])[CH3:22])=O.[CH3:24][C:25]1([CH3:33])[O:30][C:29](=[O:31])[CH2:28][C:27](=[O:32])[O:26]1.Cl, predict the reaction product. The product is: [CH3:24][C:25]1([CH3:33])[O:30][C:29](=[O:31])[CH:28]([CH2:11][C:13]2[CH:20]=[CH:19][C:16]([C:17]#[N:18])=[CH:15][C:14]=2[CH:21]([CH3:23])[CH3:22])[C:27](=[O:32])[O:26]1.